Task: Binary Classification. Given a miRNA mature sequence and a target amino acid sequence, predict their likelihood of interaction.. Dataset: Experimentally validated miRNA-target interactions with 360,000+ pairs, plus equal number of negative samples (1) The miRNA is hsa-miR-6508-5p with sequence UCUAGAAAUGCAUGACCCACC. The protein sequence of the target gene is MSEVNRESLEAILPQLKCHFTWNLFREGSMSSHMEDRVCNQVEHLNSEEKATMYDLLAYIKHLDGESKAALECLGQAEDLRKSEHNDQSEIRRLVTWGNYAWIYYHMGRLSEAQAYVDKVRQVCQKFANPYSMECPELECEEGWTRLKCGRNERAKMCFEKALEEKPKDPECSSGMAIAMFRLEEKPEKQFSVDALKQAMELNPQNQYLKVLLALKLLRMGEEAEGERLIKDALGKAPNQTDVLQKAAQFYKKKGNLDRAIELLGKALRSTVNNSPLYSLVMCRYREILEQLQNKGDADS.... Result: 0 (no interaction). (2) The miRNA is mmu-miR-590-5p with sequence GAGCUUAUUCAUAAAAGUGCAG. The protein sequence of the target gene is MVRPRRAPYRSGAGGPLGGRGRPPRPLVVRAVRSRSWPASPRGPQPPRIRARSAPPMEGARVFGALGPIGPSSPGLTLGGLAVSEHRLSNKLLAWSGVLEWQEKRRPYSDSTAKLKRTLPCQAYVNQGENLETDQWPQKLIMQLIPQQLLTTLGPLFRNSQLAQFHFTNRDCDSLKGLCRIMGNGFAGCMLFPHISPCEVRVLMLLYSSKKKIFMGLIPYDQSGFVSAIRQVITTRKQAVGPGGVNSGPVQIVNNKFLAWSGVMEWQEPRPEPNSRSKRWLPSHVYVNQGEILRTEQWPR.... Result: 0 (no interaction).